This data is from Full USPTO retrosynthesis dataset with 1.9M reactions from patents (1976-2016). The task is: Predict the reactants needed to synthesize the given product. (1) Given the product [Cl:1][C:2]1[CH:7]=[C:6]([C:8]#[N:9])[CH:5]=[CH:4][C:3]=1[C:10](=[CH:43][N:44]([CH3:46])[CH3:45])[C:11]([O:13][CH2:14][CH3:17])=[O:12], predict the reactants needed to synthesize it. The reactants are: [Cl:1][C:2]1[CH:7]=[C:6]([C:8]#[N:9])[CH:5]=[CH:4][C:3]=1[CH2:10][C:11]([O:13][C:14]([CH3:17])(C)C)=[O:12].Cl.O1CCOCC1.ClC1C=C(C#N)C=CC=1CC(OCC)=O.C(O[CH:43](OCC)[N:44]([CH3:46])[CH3:45])C. (2) Given the product [C:1]([O:30][CH2:16][CH2:17][CH2:18][CH2:19][CH2:20][CH2:21][CH2:22][CH2:23][CH2:24][CH2:25][CH2:26][CH2:27][CH2:28][CH3:29])(=[O:15])[CH2:2][CH2:3][CH2:4][CH2:5][CH2:6][CH2:7][CH2:8][CH2:9][CH2:10][CH2:11][CH2:12][CH2:13][CH3:14], predict the reactants needed to synthesize it. The reactants are: [CH2:1]([OH:15])[CH2:2][CH2:3][CH2:4][CH2:5][CH2:6][CH2:7][CH2:8][CH2:9][CH2:10][CH2:11][CH2:12][CH2:13][CH3:14].[C:16](O)(=[O:30])[CH2:17][CH2:18][CH2:19][CH2:20][CH2:21][CH2:22][CH2:23][CH2:24][CH2:25][CH2:26][CH2:27][CH2:28][CH3:29]. (3) Given the product [O:1]1[C:5]2[CH:6]=[CH:7][CH:8]=[CH:9][C:4]=2[C:3]([NH:10][C:11]([N:13]2[CH2:14][CH2:15][N:16]([C:19]3[S:23][N:22]=[C:21]([N:24]4[CH2:25][CH2:26][N:27]([C:61](=[O:62])[CH2:60][NH:59][C:57](=[O:58])[O:56][C:52]([CH3:53])([CH3:54])[CH3:55])[CH2:28][CH2:29]4)[N:20]=3)[CH2:17][CH2:18]2)=[O:12])=[N:2]1, predict the reactants needed to synthesize it. The reactants are: [O:1]1[C:5]2[CH:6]=[CH:7][CH:8]=[CH:9][C:4]=2[C:3]([NH:10][C:11]([N:13]2[CH2:18][CH2:17][N:16]([C:19]3[S:23][N:22]=[C:21]([N:24]4[CH2:29][CH2:28][NH:27][CH2:26][CH2:25]4)[N:20]=3)[CH2:15][CH2:14]2)=[O:12])=[N:2]1.ON1C2C=CC=CC=2N=N1.Cl.CN(C)CCCN=C=NCC.[C:52]([O:56][C:57]([NH:59][CH2:60][C:61](O)=[O:62])=[O:58])([CH3:55])([CH3:54])[CH3:53].